This data is from Full USPTO retrosynthesis dataset with 1.9M reactions from patents (1976-2016). The task is: Predict the reactants needed to synthesize the given product. (1) The reactants are: [OH:1][C:2]1[C:7]2[CH2:8][O:9][C@:10]3([CH3:22])[C@H:14]([C:6]=2[CH:5]=[CH:4][CH:3]=1)[CH2:13][N:12]([C:15]([O:17][C:18]([CH3:21])([CH3:20])[CH3:19])=[O:16])[CH2:11]3.[H-].[Na+].[F:25][CH2:26][CH2:27]I. Given the product [F:25][CH2:26][CH2:27][O:1][C:2]1[C:7]2[CH2:8][O:9][C@:10]3([CH3:22])[C@H:14]([C:6]=2[CH:5]=[CH:4][CH:3]=1)[CH2:13][N:12]([C:15]([O:17][C:18]([CH3:21])([CH3:20])[CH3:19])=[O:16])[CH2:11]3, predict the reactants needed to synthesize it. (2) Given the product [Cl:28]([O-:32])(=[O:31])(=[O:30])=[O:29].[O:24]=[C:15]1[C:16]2[C:21](=[CH:20][CH:19]=[CH:18][CH:17]=2)[C:22](=[O:23])[N:14]1[CH2:13][C:7]1[CH:8]=[C:9]2[C:4](=[CH:5][CH:6]=1)[NH+:3]=[C:2]([CH3:1])[C:10]2([CH3:12])[CH3:11], predict the reactants needed to synthesize it. The reactants are: [CH3:1][C:2]1[C:10]([CH3:12])([CH3:11])[C:9]2[C:4](=[CH:5][CH:6]=[C:7]([CH2:13][N:14]3[C:22](=[O:23])[C:21]4[C:16](=[CH:17][CH:18]=[CH:19][CH:20]=4)[C:15]3=[O:24])[CH:8]=2)[N:3]=1.C(O)C.[Cl:28]([OH:32])(=[O:31])(=[O:30])=[O:29]. (3) The reactants are: [F:1][C:2]1[CH:3]=[C:4]([CH:40]=[CH:41][CH:42]=1)[CH2:5][N:6]1[CH:10]=[C:9]([C:11]2[C:19]3[C:14](=[N:15][CH:16]=[C:17]([C:20]4[CH:25]=[CH:24][C:23]([NH:26][CH:27]5[CH2:32][CH2:31][N:30](C(OC(C)(C)C)=O)[CH2:29][CH2:28]5)=[CH:22][CH:21]=4)[CH:18]=3)[NH:13][CH:12]=2)[CH:8]=[N:7]1. Given the product [F:1][C:2]1[CH:3]=[C:4]([CH:40]=[CH:41][CH:42]=1)[CH2:5][N:6]1[CH:10]=[C:9]([C:11]2[C:19]3[C:14](=[N:15][CH:16]=[C:17]([C:20]4[CH:21]=[CH:22][C:23]([NH:26][CH:27]5[CH2:28][CH2:29][NH:30][CH2:31][CH2:32]5)=[CH:24][CH:25]=4)[CH:18]=3)[NH:13][CH:12]=2)[CH:8]=[N:7]1, predict the reactants needed to synthesize it. (4) Given the product [CH3:28][O:27][C:23]1[CH:22]=[C:21]([CH:26]=[CH:25][CH:24]=1)[CH2:20][C:9]1[C:10]2[C:15](=[CH:14][C:13]([O:16][CH3:17])=[C:12]([O:18][CH3:19])[CH:11]=2)[C:6]([CH2:4][OH:3])=[CH:7][N:8]=1, predict the reactants needed to synthesize it. The reactants are: C([O:3][C:4]([C:6]1[C:15]2[C:10](=[CH:11][C:12]([O:18][CH3:19])=[C:13]([O:16][CH3:17])[CH:14]=2)[C:9]([CH2:20][C:21]2[CH:26]=[CH:25][CH:24]=[C:23]([O:27][CH3:28])[CH:22]=2)=[N:8][CH:7]=1)=O)C.[H-].[Al+3].[Li+].[H-].[H-].[H-]. (5) Given the product [CH:44]1([C:2]2[CH:3]=[CH:4][C:5]([C@@H:8]([NH:10][C:11]([C:13]3[CH:14]=[C:15]4[C:19](=[CH:20][CH:21]=3)[N:18]([CH2:22][C:23]3[CH:28]=[CH:27][C:26]([C:29]5[C:30]([C:35]([O:37][C:38]([CH3:39])([CH3:40])[CH3:41])=[O:36])=[CH:31][CH:32]=[CH:33][CH:34]=5)=[CH:25][CH:24]=3)[C:17]([CH3:42])=[C:16]4[CH3:43])=[O:12])[CH3:9])=[N:6][CH:7]=2)[CH2:46][CH2:45]1, predict the reactants needed to synthesize it. The reactants are: Br[C:2]1[CH:3]=[CH:4][C:5]([C@@H:8]([NH:10][C:11]([C:13]2[CH:14]=[C:15]3[C:19](=[CH:20][CH:21]=2)[N:18]([CH2:22][C:23]2[CH:28]=[CH:27][C:26]([C:29]4[C:30]([C:35]([O:37][C:38]([CH3:41])([CH3:40])[CH3:39])=[O:36])=[CH:31][CH:32]=[CH:33][CH:34]=4)=[CH:25][CH:24]=2)[C:17]([CH3:42])=[C:16]3[CH3:43])=[O:12])[CH3:9])=[N:6][CH:7]=1.[CH:44]1(B(O)O)[CH2:46][CH2:45]1.P(C1CCCCC1)(C1CCCCC1)C1CCCCC1.[O-]P([O-])([O-])=O.[K+].[K+].[K+]. (6) Given the product [C:21]([O:20][C:18](=[O:19])[N:12]([CH2:11][C:10]1[CH:15]=[CH:16][CH:17]=[C:8]([C:6]2[CH:5]=[CH:4][N:3]=[C:2]([Cl:1])[N:7]=2)[CH:9]=1)[CH2:13][CH3:14])([CH3:24])([CH3:23])[CH3:22], predict the reactants needed to synthesize it. The reactants are: [Cl:1][C:2]1[N:7]=[C:6]([C:8]2[CH:9]=[C:10]([CH:15]=[CH:16][CH:17]=2)[CH2:11][NH:12][CH2:13][CH3:14])[CH:5]=[CH:4][N:3]=1.[C:18](O[C:18]([O:20][C:21]([CH3:24])([CH3:23])[CH3:22])=[O:19])([O:20][C:21]([CH3:24])([CH3:23])[CH3:22])=[O:19].C(N(C(C)C)CC)(C)C.